From a dataset of Forward reaction prediction with 1.9M reactions from USPTO patents (1976-2016). Predict the product of the given reaction. (1) Given the reactants C[O:2][C:3](=[O:31])[CH2:4][CH2:5][O:6][C:7]1[CH:12]=[CH:11][C:10]([N:13]2[C:17]([C:18]3[CH:23]=[CH:22][CH:21]=[CH:20][CH:19]=3)=[CH:16][C:15]([C:24]3[CH:29]=[CH:28][CH:27]=[CH:26][CH:25]=3)=[C:14]2[CH3:30])=[CH:9][CH:8]=1.[Li+].[OH-].CO.O, predict the reaction product. The product is: [CH3:30][C:14]1[N:13]([C:10]2[CH:9]=[CH:8][C:7]([O:6][CH2:5][CH2:4][C:3]([OH:31])=[O:2])=[CH:12][CH:11]=2)[C:17]([C:18]2[CH:23]=[CH:22][CH:21]=[CH:20][CH:19]=2)=[CH:16][C:15]=1[C:24]1[CH:25]=[CH:26][CH:27]=[CH:28][CH:29]=1. (2) Given the reactants [K+].[CH2:2]([C@@H:5]1[O:7][C@H:6]1[C:8]([O-:10])=O)[CH2:3][CH3:4].C(N(CC)CC)C.C(Cl)(=O)C(C)(C)C.[CH:25]1([NH2:28])[CH2:27][CH2:26]1, predict the reaction product. The product is: [CH:25]1([NH:28][C:8]([C@H:6]2[C@H:5]([CH2:2][CH2:3][CH3:4])[O:7]2)=[O:10])[CH2:27][CH2:26]1.